Dataset: Forward reaction prediction with 1.9M reactions from USPTO patents (1976-2016). Task: Predict the product of the given reaction. (1) Given the reactants [CH:1]([O:4][C:5]1[N:10]=[C:9]([C:11]2[C:19]3[C:14](=[CH:15][CH:16]=[C:17]([C:20]4[N:24]=[C:23]([NH2:25])[O:22][N:21]=4)[CH:18]=3)[N:13](S(C3C=CC(C)=CC=3)(=O)=O)[CH:12]=2)[CH:8]=[CH:7][CH:6]=1)([CH3:3])[CH3:2].[OH-].[Na+], predict the reaction product. The product is: [CH:1]([O:4][C:5]1[N:10]=[C:9]([C:11]2[C:19]3[C:14](=[CH:15][CH:16]=[C:17]([C:20]4[N:24]=[C:23]([NH2:25])[O:22][N:21]=4)[CH:18]=3)[NH:13][CH:12]=2)[CH:8]=[CH:7][CH:6]=1)([CH3:3])[CH3:2]. (2) Given the reactants [C:1]1([CH:8]([CH3:10])[CH3:9])[CH:6]=[CH:5][C:4](C)=[CH:3][CH:2]=1.C1C=CC=CC=1.C1(C(C)C)C=CC(C)=CC=1, predict the reaction product. The product is: [C:1]1([CH:8]([CH3:10])[CH3:9])[CH:6]=[CH:5][CH:4]=[CH:3][CH:2]=1. (3) The product is: [Cl:1][C:2]1[CH:7]=[CH:6][C:5]([C:8]2[NH:19][C:11]3[CH:12]=[C:13]([C:15]([O:17][CH3:18])=[O:16])[S:14][C:10]=3[CH:9]=2)=[CH:4][CH:3]=1. Given the reactants [Cl:1][C:2]1[CH:7]=[CH:6][C:5](/[CH:8]=[CH:9]/[C:10]2[S:14][C:13]([C:15]([O:17][CH3:18])=[O:16])=[CH:12][C:11]=2[N+:19]([O-])=O)=[CH:4][CH:3]=1, predict the reaction product. (4) Given the reactants COC(C1C=C(OC2C=CC(C(N3CCC3)=O)=CC=2)C2CC(C)(C)OC=2C=1)=O.[CH3:29][O:30][C:31]([C:33]1[CH:43]=[C:42]([OH:44])[C:36]2[CH2:37][C:38]([CH3:41])([CH3:40])[O:39][C:35]=2[CH:34]=1)=[O:32].[C:45]([O:49][C:50](=[O:60])[C:51]1[C:56]([F:57])=[CH:55][C:54](Br)=[CH:53][C:52]=1[F:59])([CH3:48])([CH3:47])[CH3:46], predict the reaction product. The product is: [CH3:29][O:30][C:31]([C:33]1[CH:43]=[C:42]([O:44][C:54]2[CH:53]=[C:52]([F:59])[C:51]([C:50]([O:49][C:45]([CH3:47])([CH3:46])[CH3:48])=[O:60])=[C:56]([F:57])[CH:55]=2)[C:36]2[CH2:37][C:38]([CH3:41])([CH3:40])[O:39][C:35]=2[CH:34]=1)=[O:32]. (5) Given the reactants Cl.[C:2]([C@@:4]1([CH:26]2[CH2:28][CH2:27]2)[CH2:8][CH2:7][N:6]([C:9]2[CH:14]=[CH:13][N:12]=[C:11]([NH:15][C:16]3[CH:20]=[C:19]([C:21](O)=[O:22])[N:18]([CH3:24])[N:17]=3)[CH:10]=2)[C:5]1=[O:25])#[N:3].[CH2:29]([N:31]=C=NCCCN(C)C)[CH3:30].ON1C2C=CC=CC=2N=N1.O1CCCC1.C(N)C.Cl.C(N)C.C(=O)([O-])O.[Na+], predict the reaction product. The product is: [C:2]([C@@:4]1([CH:26]2[CH2:28][CH2:27]2)[CH2:8][CH2:7][N:6]([C:9]2[CH:14]=[CH:13][N:12]=[C:11]([NH:15][C:16]3[CH:20]=[C:19]([C:21]([NH:31][CH2:29][CH3:30])=[O:22])[N:18]([CH3:24])[N:17]=3)[CH:10]=2)[C:5]1=[O:25])#[N:3]. (6) Given the reactants [C:1]([NH:9][C:10]1[C:15]2[O:16][C@@H:17]([CH2:37][N:38]([CH3:46])[C:39](=[O:45])[O:40][C:41]([CH3:44])([CH3:43])[CH3:42])[C@H:18]([CH3:36])[CH2:19][N:20]([C@@H:23]([CH3:35])[CH2:24][O:25]CC3C=CC(OC)=CC=3)[C:21](=[O:22])[C:14]=2[CH:13]=[CH:12][CH:11]=1)(=[O:8])[C:2]1[CH:7]=[CH:6][N:5]=[CH:4][CH:3]=1.ClC1C(=O)C(C#N)=C(C#N)C(=O)C=1Cl, predict the reaction product. The product is: [OH:25][CH2:24][C@@H:23]([N:20]1[CH2:19][C@@H:18]([CH3:36])[C@H:17]([CH2:37][N:38]([CH3:46])[C:39](=[O:45])[O:40][C:41]([CH3:42])([CH3:44])[CH3:43])[O:16][C:15]2[C:10]([NH:9][C:1](=[O:8])[C:2]3[CH:7]=[CH:6][N:5]=[CH:4][CH:3]=3)=[CH:11][CH:12]=[CH:13][C:14]=2[C:21]1=[O:22])[CH3:35]. (7) Given the reactants [C:1]1([C:7]2[NH:8][C:9]3[C:14]([CH:15]=2)=[CH:13][CH:12]=[CH:11][CH:10]=3)[CH:6]=[CH:5][CH:4]=[CH:3][CH:2]=1.[Cl-].[Cl:17][C:18]1[CH:27]=[CH:26][CH:25]=[C:24]([F:28])[C:19]=1[CH:20]=[N+:21]([CH3:23])[CH3:22].ClC1C=CC=C(F)C=1C=O.CNC, predict the reaction product. The product is: [Cl:17][C:18]1[CH:27]=[CH:26][CH:25]=[C:24]([F:28])[C:19]=1[CH:20]([N:21]([CH3:23])[CH3:22])[C:15]1[C:14]2[C:9](=[CH:10][CH:11]=[CH:12][CH:13]=2)[NH:8][C:7]=1[C:1]1[CH:6]=[CH:5][CH:4]=[CH:3][CH:2]=1.